Dataset: Catalyst prediction with 721,799 reactions and 888 catalyst types from USPTO. Task: Predict which catalyst facilitates the given reaction. (1) Reactant: [CH2:1]([C:3]1[C:4]([NH:23][CH:24]([CH3:28])[CH2:25][CH2:26][OH:27])=[N:5][C:6]([CH2:21][CH3:22])=[C:7]([C:9]2[C:18]([O:19][CH3:20])=[CH:17][C:16]3[CH2:15][CH2:14][CH2:13][CH2:12][C:11]=3[CH:10]=2)[N:8]=1)[CH3:2].N1C=CC=CC=1.[C:35](Cl)(=[O:37])[CH3:36]. Product: [C:35]([O:27][CH2:26][CH2:25][CH:24]([NH:23][C:4]1[C:3]([CH2:1][CH3:2])=[N:8][C:7]([C:9]2[C:18]([O:19][CH3:20])=[CH:17][C:16]3[CH2:15][CH2:14][CH2:13][CH2:12][C:11]=3[CH:10]=2)=[C:6]([CH2:21][CH3:22])[N:5]=1)[CH3:28])(=[O:37])[CH3:36]. The catalyst class is: 2. (2) Reactant: [Li+].[F:2][C:3]([F:23])([F:22])[C:4]1[CH:9]=C[C:7]([N:10]2[CH2:15][CH2:14][N:13]([CH2:16][CH2:17][CH2:18][C:19]([O-:21])=O)[CH2:12][CH2:11]2)=[CH:6][CH:5]=1.F[P-](F)(F)(F)(F)F.C[N:32](C)C(ON1C2C=CC=CC=2N=N1)=[N+](C)C.Cl.[NH:49]1[CH2:54][CH2:53][CH:52]([NH:55][C:56]2[CH:63]=[CH:62][C:59]([C:60]#[N:61])=[C:58]([C:64]([F:67])([F:66])[F:65])[CH:57]=2)[CH2:51][CH2:50]1.C(N(C(C)C)CC)(C)C.[O-2].[Al+3].[O-2].[O-2].[Al+3]. Product: [F:67][C:64]([F:65])([F:66])[C:58]1[CH:57]=[C:56]([NH:55][CH:52]2[CH2:53][CH2:54][N:49]([C:19](=[O:21])[CH2:18][CH2:17][CH2:16][N:13]3[CH2:12][CH2:11][N:10]([C:7]4[CH:6]=[CH:5][C:4]([C:3]([F:2])([F:22])[F:23])=[CH:9][N:32]=4)[CH2:15][CH2:14]3)[CH2:50][CH2:51]2)[CH:63]=[CH:62][C:59]=1[C:60]#[N:61]. The catalyst class is: 213. (3) Reactant: [N:1]([CH2:4][C@H:5]([NH:13][C:14]1[N:19]=[C:18]([N:20]([CH3:33])[C:21]2[CH:26]=[CH:25][N:24]=[C:23]([C:27]3[CH:32]=[CH:31][CH:30]=[CH:29][CH:28]=3)[N:22]=2)[CH:17]=[CH:16][N:15]=1)[CH2:6][C:7]1[CH:12]=[CH:11][CH:10]=[CH:9][CH:8]=1)=[N+]=[N-]. The catalyst class is: 123. Product: [NH2:1][CH2:4][C@H:5]([NH:13][C:14]1[N:19]=[C:18]([N:20]([CH3:33])[C:21]2[CH:26]=[CH:25][N:24]=[C:23]([C:27]3[CH:32]=[CH:31][CH:30]=[CH:29][CH:28]=3)[N:22]=2)[CH:17]=[CH:16][N:15]=1)[CH2:6][C:7]1[CH:12]=[CH:11][CH:10]=[CH:9][CH:8]=1. (4) Reactant: [NH2:1][CH:2]([C:4]1[CH:9]=[CH:8][C:7]([OH:10])=[CH:6][CH:5]=1)[CH3:3].[C:11](O[C:11]([O:13][C:14]([CH3:17])([CH3:16])[CH3:15])=[O:12])([O:13][C:14]([CH3:17])([CH3:16])[CH3:15])=[O:12].[Na]. Product: [C:14]([O:13][C:11](=[O:12])[NH:1][CH:2]([C:4]1[CH:9]=[CH:8][C:7]([OH:10])=[CH:6][CH:5]=1)[CH3:3])([CH3:17])([CH3:16])[CH3:15]. The catalyst class is: 8. (5) Reactant: [CH2:1]([NH:8][C:9](=[O:50])[C:10]1[C:15]([O:16]CC2C=CC=CC=2)=[CH:14][CH:13]=[C:12]([C:24]2[C:25]([N:44]([CH3:49])[S:45]([CH3:48])(=[O:47])=[O:46])=[CH:26][C:27]3[O:31][C:30]([C:32]4[CH:37]=[CH:36][C:35]([F:38])=[CH:34][CH:33]=4)=[C:29]([C:39](=[O:42])[NH:40][CH3:41])[C:28]=3[CH:43]=2)[N:11]=1)[C:2]1[CH:7]=[CH:6][CH:5]=[CH:4][CH:3]=1. Product: [CH2:1]([NH:8][C:9](=[O:50])[C:10]1[C:15]([OH:16])=[CH:14][CH:13]=[C:12]([C:24]2[C:25]([N:44]([CH3:49])[S:45]([CH3:48])(=[O:47])=[O:46])=[CH:26][C:27]3[O:31][C:30]([C:32]4[CH:37]=[CH:36][C:35]([F:38])=[CH:34][CH:33]=4)=[C:29]([C:39](=[O:42])[NH:40][CH3:41])[C:28]=3[CH:43]=2)[N:11]=1)[C:2]1[CH:7]=[CH:6][CH:5]=[CH:4][CH:3]=1. The catalyst class is: 19. (6) Reactant: Cl[C:2]1[N:10]=[C:9]2[C:5]([NH:6][CH:7]=[N:8]2)=[C:4](NCC2C=CC(OC)=CC=2)[N:3]=1.[H-].[Na+].I[CH:24]([CH3:26])[CH3:25].O. Product: [CH:24]([C:2]1[N:10]=[C:9]2[C:5]([NH:6][CH:7]=[N:8]2)=[CH:4][N:3]=1)([CH3:26])[CH3:25]. The catalyst class is: 3. (7) The catalyst class is: 7. Product: [CH2:1]([O:5][C:6]1[CH:11]=[C:10]([N:12]([CH2:17][C:18]#[C:19][CH3:20])[CH:13]([CH3:15])[CH3:14])[N:9]=[CH:8][N:7]=1)[C:2]#[C:3][CH3:4]. Reactant: [CH2:1]([O:5][C:6]1[CH:11]=[C:10]([NH:12][CH:13]([CH3:15])[CH3:14])[N:9]=[CH:8][N:7]=1)[C:2]#[C:3][CH3:4].Br[CH2:17][C:18]#[C:19][CH3:20].[H-].[Na+]. (8) Reactant: [C:1]([O:11][CH2:12][CH3:13])(=[O:10])[CH:2]=[CH:3][CH2:4][C:5]([O:7][CH2:8][CH3:9])=[O:6].[Cl:14][C:15]1[CH:16]=[C:17](I)[CH:18]=[CH:19][CH:20]=1.C([O-])(=O)C.[Na+].O. Product: [Cl:14][C:15]1[CH:20]=[C:19](/[C:3](/[CH2:4][C:5]([O:7][CH2:8][CH3:9])=[O:6])=[CH:2]/[C:1]([O:11][CH2:12][CH3:13])=[O:10])[CH:18]=[CH:17][CH:16]=1. The catalyst class is: 274. (9) Reactant: [Cl:1][C:2]1[CH:10]=[C:9]2[C:5]([C:6]([CH2:18][C:19]3[CH:24]=[CH:23][CH:22]=[C:21]([Cl:25])[CH:20]=3)([CH:12]3[CH2:17][CH2:16][CH2:15][NH:14][CH2:13]3)[C:7](=[O:11])[NH:8]2)=[CH:4][CH:3]=1.C(N(CC)CC)C.[N:33]([C:36]1[CH:37]=[CH:38][C:39]([CH3:42])=[N:40][CH:41]=1)=[C:34]=[O:35]. Product: [CH3:42][C:39]1[N:40]=[CH:41][C:36]([NH:33][C:34]([N:14]2[CH2:15][CH2:16][CH2:17][CH:12]([C:6]3([CH2:18][C:19]4[CH:24]=[CH:23][CH:22]=[C:21]([Cl:25])[CH:20]=4)[C:5]4[C:9](=[CH:10][C:2]([Cl:1])=[CH:3][CH:4]=4)[NH:8][C:7]3=[O:11])[CH2:13]2)=[O:35])=[CH:37][CH:38]=1. The catalyst class is: 426. (10) Reactant: [NH2:1][C:2]1[CH:7]=[CH:6][C:5]([C:8]2[C:16]3[C:15]([NH2:17])=[N:14][CH:13]=[N:12][C:11]=3[S:10][C:9]=2[CH3:18])=[CH:4][CH:3]=1.[C:19]1([N:25]=[C:26]=[O:27])[CH:24]=[CH:23][CH:22]=[CH:21][CH:20]=1. Product: [NH2:17][C:15]1[C:16]2[C:8]([C:5]3[CH:4]=[CH:3][C:2]([NH:1][C:26]([NH:25][C:19]4[CH:24]=[CH:23][CH:22]=[CH:21][CH:20]=4)=[O:27])=[CH:7][CH:6]=3)=[C:9]([CH3:18])[S:10][C:11]=2[N:12]=[CH:13][N:14]=1. The catalyst class is: 4.